From a dataset of Full USPTO retrosynthesis dataset with 1.9M reactions from patents (1976-2016). Predict the reactants needed to synthesize the given product. (1) Given the product [F:1][C:2]([F:7])([F:6])[C:3]([OH:5])=[O:4].[N:50]1([C:64]2[CH:69]=[CH:68][CH:67]=[CH:66][N:65]=2)[CH2:55][CH2:54][CH:53]([NH:56][C:57]([N:29]2[CH2:30][CH2:31][C@@H:27]([NH:26][C:24]3[N:23]=[C:22]4[C:18]([N:19]=[CH:20][N:21]4[C@@H:32]4[CH2:36][C@H:35]([NH:37][C:38](=[O:41])[CH2:39][CH3:40])[C@@H:34]([OH:42])[C@H:33]4[OH:43])=[C:17]([NH:16][CH2:15][CH:14]([C:44]4[CH:45]=[CH:46][CH:47]=[CH:48][CH:49]=4)[C:8]4[CH:9]=[CH:10][CH:11]=[CH:12][CH:13]=4)[N:25]=3)[CH2:28]2)=[O:58])[CH2:52][CH2:51]1, predict the reactants needed to synthesize it. The reactants are: [F:1][C:2]([F:7])([F:6])[C:3]([OH:5])=[O:4].[C:8]1([CH:14]([C:44]2[CH:49]=[CH:48][CH:47]=[CH:46][CH:45]=2)[CH2:15][NH:16][C:17]2[N:25]=[C:24]([NH:26][C@@H:27]3[CH2:31][CH2:30][NH:29][CH2:28]3)[N:23]=[C:22]3[C:18]=2[N:19]=[CH:20][N:21]3[C@@H:32]2[CH2:36][C@H:35]([NH:37][C:38](=[O:41])[CH2:39][CH3:40])[C@@H:34]([OH:42])[C@H:33]2[OH:43])[CH:13]=[CH:12][CH:11]=[CH:10][CH:9]=1.[N:50]1([C:64]2[CH:69]=[CH:68][CH:67]=[CH:66][N:65]=2)[CH2:55][CH2:54][CH:53]([NH:56][C:57](N2C=CN=C2)=[O:58])[CH2:52][CH2:51]1. (2) Given the product [Cl:11][C:12]1[CH:13]=[CH:14][C:15]([CH:18]([C:3](=[O:4])[C:2]([F:9])([F:8])[F:1])[C:19]([O:21][CH2:22][CH3:23])=[O:20])=[CH:16][CH:17]=1, predict the reactants needed to synthesize it. The reactants are: [F:1][C:2]([F:9])([F:8])[C:3](OCC)=[O:4].[Na].[Cl:11][C:12]1[CH:17]=[CH:16][C:15]([CH2:18][C:19]([O:21][CH2:22][CH3:23])=[O:20])=[CH:14][CH:13]=1.Cl. (3) The reactants are: [OH:1][C@@H:2]([CH2:6][C:7]1[CH:12]=[CH:11][C:10]([O:13][C:14]([CH3:17])([CH3:16])[CH3:15])=[CH:9][CH:8]=1)[C:3]([OH:5])=[O:4].[H-].[Na+].[CH2:20](Br)[CH3:21].[Cl-].[NH4+]. Given the product [CH2:20]([O:1][C@@H:2]([CH2:6][C:7]1[CH:8]=[CH:9][C:10]([O:13][C:14]([CH3:17])([CH3:16])[CH3:15])=[CH:11][CH:12]=1)[C:3]([OH:5])=[O:4])[CH3:21], predict the reactants needed to synthesize it. (4) The reactants are: [CH:1](=[O:8])[C:2]1[CH:7]=[CH:6][CH:5]=[CH:4][CH:3]=1.[C:9]([O:13][CH3:14])(=[O:12])[CH:10]=[CH2:11].N12CCN(CC1)CC2.Cl. Given the product [CH3:14][O:13][C:9](=[O:12])[C:10](=[CH2:11])[CH:1]([OH:8])[C:2]1[CH:7]=[CH:6][CH:5]=[CH:4][CH:3]=1, predict the reactants needed to synthesize it. (5) Given the product [O:4]=[C:3]1[CH2:2][O:19][C@@H:7]2[CH2:8][N:9]([C:12]([O:14][C:15]([CH3:18])([CH3:17])[CH3:16])=[O:13])[CH2:10][CH2:11][C@H:6]2[NH:5]1, predict the reactants needed to synthesize it. The reactants are: Cl[CH2:2][C:3]([NH:5][C@@H:6]1[CH2:11][CH2:10][N:9]([C:12]([O:14][C:15]([CH3:18])([CH3:17])[CH3:16])=[O:13])[CH2:8][C@H:7]1[OH:19])=[O:4].[H-].[Na+]. (6) Given the product [Cl:36][C:37]1[CH:38]=[CH:39][C:40]([C:43]2[N:47]([CH:48]3[CH2:50][CH2:49]3)[C:46](=[O:51])[N:45]([CH2:52][C:53]([NH:63][CH:64]([C:67]3[CH:72]=[CH:71][CH:70]=[C:69]([C:73]([F:74])([F:75])[F:76])[CH:68]=3)[CH2:65][OH:66])=[O:54])[N:44]=2)=[CH:41][CH:42]=1, predict the reactants needed to synthesize it. The reactants are: ClC1C=CC(C2N(C[C@H](O)C(F)(F)F)C(=O)N(CC(NC(C3C=CC=C(F)C=3F)CO)=O)N=2)=CC=1.[Cl:36][C:37]1[CH:42]=[CH:41][C:40]([C:43]2[N:47]([CH:48]3[CH2:50][CH2:49]3)[C:46](=[O:51])[N:45]([CH2:52][C:53](O)=[O:54])[N:44]=2)=[CH:39][CH:38]=1.FC(F)(F)C(O)=O.[NH2:63][CH:64]([C:67]1[CH:72]=[CH:71][CH:70]=[C:69]([C:73]([F:76])([F:75])[F:74])[CH:68]=1)[CH2:65][OH:66]. (7) Given the product [NH2:40][C:19]1[CH:18]=[C:17]([CH:25]=[CH:24][CH:23]=1)[O:16][C:11]1[N:10]=[C:9]2[S:8][C:7]([NH:6][C:4]([CH:1]3[CH2:2][CH2:3]3)=[O:5])=[N:15][C:14]2=[CH:13][CH:12]=1, predict the reactants needed to synthesize it. The reactants are: [CH:1]1([C:4]([NH:6][C:7]2[S:8][C:9]3[C:14]([N:15]=2)=[CH:13][CH:12]=[C:11]([O:16][C:17]2[CH:18]=[C:19]([CH:23]=[CH:24][CH:25]=2)C(O)=O)[N:10]=3)=[O:5])[CH2:3][CH2:2]1.C1(P([N:40]=[N+]=[N-])(C2C=CC=CC=2)=O)C=CC=CC=1.C(N(CC)CC)C.CN(C)C=O. (8) The reactants are: [CH:1]([C@H:4]1[C:20](=[O:21])[O:19][C@H:18]([CH:22]=[CH2:23])[CH2:17][C:16](=[O:24])[NH:15][CH2:14][C:13]2=[N:25][C:10](=[CH:11][S:12]2)[C:9](=[O:26])[NH:8][C:7]([CH3:28])([CH3:27])[C:6](=[O:29])[NH:5]1)([CH3:3])[CH3:2].[Br:30][CH2:31][CH2:32]C=C. Given the product [Br:30][CH2:31][CH2:32]/[CH:23]=[CH:22]/[C@@H:18]1[CH2:17][C:16](=[O:24])[NH:15][CH2:14][C:13]2=[N:25][C:10](=[CH:11][S:12]2)[C:9](=[O:26])[NH:8][C:7]([CH3:27])([CH3:28])[C:6](=[O:29])[NH:5][C@@H:4]([CH:1]([CH3:3])[CH3:2])[C:20](=[O:21])[O:19]1, predict the reactants needed to synthesize it. (9) Given the product [NH2:2][C:1]1[N:17]([CH:14]([CH3:16])[CH3:15])[N:18]=[CH:9][C:3]=1[C:4]([O:6][CH2:7][CH3:8])=[O:5], predict the reactants needed to synthesize it. The reactants are: [C:1]([C:3](=[CH:9]OCC)[C:4]([O:6][CH2:7][CH3:8])=[O:5])#[N:2].Cl.[CH:14]([NH:17][NH2:18])([CH3:16])[CH3:15].C(=O)([O-])[O-].[K+].[K+].